Task: Predict the reaction yield, written as a fraction of the theoretical maximum amount of product (1.0 means a 100% yield; for example, 0.34 means a 34% yield).. Dataset: Reaction yield outcomes from USPTO patents with 853,638 reactions The reactants are NC1C=CC(OC2C=CN=C3C=C(C4N=CC(CN(CCOC)C(=O)OC(C)(C)C)=CC=4)SC=23)=C(F)C=1.[O:38]1[CH2:42][CH2:41][O:40][CH:39]1[C:43]1[CH:44]=[CH:45][C:46]([C:49]2[S:57][C:56]3[C:51](=[N:52][CH:53]=[CH:54][C:55]=3[O:58][C:59]3[CH:64]=[CH:63][C:62]([N+:65]([O-])=O)=[CH:61][C:60]=3[F:68])[CH:50]=2)=[N:47][CH:48]=1. No catalyst specified. The product is [O:38]1[CH2:42][CH2:41][O:40][CH:39]1[C:43]1[CH:44]=[CH:45][C:46]([C:49]2[S:57][C:56]3[C:51](=[N:52][CH:53]=[CH:54][C:55]=3[O:58][C:59]3[CH:64]=[CH:63][C:62]([NH2:65])=[CH:61][C:60]=3[F:68])[CH:50]=2)=[N:47][CH:48]=1. The yield is 0.950.